Dataset: Merck oncology drug combination screen with 23,052 pairs across 39 cell lines. Task: Regression. Given two drug SMILES strings and cell line genomic features, predict the synergy score measuring deviation from expected non-interaction effect. Drug 1: O=C(CCCCCCC(=O)Nc1ccccc1)NO. Drug 2: COC1CC2CCC(C)C(O)(O2)C(=O)C(=O)N2CCCCC2C(=O)OC(C(C)CC2CCC(OP(C)(C)=O)C(OC)C2)CC(=O)C(C)C=C(C)C(O)C(OC)C(=O)C(C)CC(C)C=CC=CC=C1C. Cell line: PA1. Synergy scores: synergy=28.6.